From a dataset of Reaction yield outcomes from USPTO patents with 853,638 reactions. Predict the reaction yield, written as a fraction of the theoretical maximum amount of product (1.0 means a 100% yield; for example, 0.34 means a 34% yield). (1) The reactants are [C:1]([C:4]1[CH:26]=[CH:25][C:7]([O:8][C:9]2[CH:18]=[C:17]3[C:12]([CH:13]([C:19]([O:21][CH2:22][CH3:23])=[O:20])[CH2:14][CH2:15][O:16]3)=[CH:11][C:10]=2[Cl:24])=[CH:6][CH:5]=1)(=[O:3])[NH2:2].Cl[C:28]1[CH:33]=[N:32][CH:31]=[C:30]([C:34]2[CH:39]=[CH:38][CH:37]=[CH:36][CH:35]=2)[N:29]=1.C(=O)([O-])[O-].[Cs+].[Cs+].CC(C1C=C(C(C)C)C(C2C=CC=CC=2P(C2CCCCC2)C2CCCCC2)=C(C(C)C)C=1)C. The catalyst is C1C=CC(/C=C/C(/C=C/C2C=CC=CC=2)=O)=CC=1.C1C=CC(/C=C/C(/C=C/C2C=CC=CC=2)=O)=CC=1.C1C=CC(/C=C/C(/C=C/C2C=CC=CC=2)=O)=CC=1.[Pd].[Pd].O1CCCC1. The product is [Cl:24][C:10]1[CH:11]=[C:12]2[C:17](=[CH:18][C:9]=1[O:8][C:7]1[CH:6]=[CH:5][C:4]([C:1](=[O:3])[NH:2][C:28]3[CH:33]=[N:32][CH:31]=[C:30]([C:34]4[CH:39]=[CH:38][CH:37]=[CH:36][CH:35]=4)[N:29]=3)=[CH:26][CH:25]=1)[O:16][CH2:15][CH2:14][CH:13]2[C:19]([O:21][CH2:22][CH3:23])=[O:20]. The yield is 0.920. (2) The reactants are O[Li].O.[CH:4]1[C:9]([C:10]2[CH:11]=[CH:12][C:13]([F:17])=[CH:14][C:15]=2[F:16])=[CH:8][C:7]([C:18]([OH:20])=[O:19])=[C:6]([OH:21])[CH:5]=1.[CH2:22]1COCC1.Cl. The catalyst is CO.O. The product is [F:16][C:15]1[CH:14]=[C:13]([F:17])[CH:12]=[CH:11][C:10]=1[C:9]1[CH:4]=[CH:5][C:6]([O:21][CH3:22])=[C:7]([C:18]([OH:20])=[O:19])[CH:8]=1. The yield is 0.930. (3) The reactants are [C:1]1([CH:7]([C:11]2[CH:16]=[CH:15][CH:14]=[CH:13][CH:12]=2)[C:8]([OH:10])=O)[CH:6]=[CH:5][CH:4]=[CH:3][CH:2]=1.[CH3:17][O:18][C:19]1[CH:20]=[C:21]([C:27]2([CH2:32][NH2:33])[CH2:31][CH2:30][CH2:29][CH2:28]2)[CH:22]=[CH:23][C:24]=1[O:25][CH3:26].C(N(CC)CC)C.F[P-](F)(F)(F)(F)F.N1(OC(N(C)C)=[N+](C)C)C2N=CC=CC=2N=N1. The catalyst is C(#N)C. The product is [CH3:17][O:18][C:19]1[CH:20]=[C:21]([C:27]2([CH2:32][NH:33][C:8](=[O:10])[CH:7]([C:1]3[CH:2]=[CH:3][CH:4]=[CH:5][CH:6]=3)[C:11]3[CH:16]=[CH:15][CH:14]=[CH:13][CH:12]=3)[CH2:28][CH2:29][CH2:30][CH2:31]2)[CH:22]=[CH:23][C:24]=1[O:25][CH3:26]. The yield is 0.155. (4) The product is [OH:4][C:5]1[C:14]([CH:15]=[N:2][OH:3])=[C:13]2[C:8]([CH:9]=[CH:10][C:11]([CH3:17])=[N:12]2)=[CH:7][CH:6]=1. The yield is 0.820. The reactants are Cl.[NH2:2][OH:3].[OH:4][C:5]1[C:14]([CH:15]=O)=[C:13]2[C:8]([CH:9]=[CH:10][C:11]([CH3:17])=[N:12]2)=[CH:7][CH:6]=1.[OH-].[Na+]. The catalyst is C(O)(=O)C. (5) The yield is 0.850. The product is [C:1]([C:5]1[N:6]=[C:7]([C:13]2[C:14]([CH3:22])=[N:15][N:16]3[CH:21]=[CH:20][CH:19]=[CH:18][C:17]=23)[S:8][C:9]=1[C:10]1[NH:26][CH:28]=[N:32][N:12]=1)([CH3:4])([CH3:3])[CH3:2]. The reactants are [C:1]([C:5]1[N:6]=[C:7]([C:13]2[C:14]([CH3:22])=[N:15][N:16]3[CH:21]=[CH:20][CH:19]=[CH:18][C:17]=23)[S:8][C:9]=1[C:10]([NH2:12])=O)([CH3:4])([CH3:3])[CH3:2].COC(OC)[N:26]([CH3:28])C.O.[NH2:32]N. The catalyst is C(O)(=O)C. (6) The reactants are [N:1]1[CH:6]=[CH:5][C:4]([C:7]2[CH:8]=[C:9]([CH:13]=[CH:14][CH:15]=2)[C:10]([OH:12])=O)=[CH:3][CH:2]=1.CCN=C=NCCCN(C)C.C1C=CC2N(O)N=NC=2C=1.CCN(CC)CC.[NH2:44][CH2:45][CH:46]([OH:58])[CH2:47][N:48]1[CH2:57][CH2:56][C:55]2[C:50](=[CH:51][CH:52]=[CH:53][CH:54]=2)[CH2:49]1. The catalyst is C(Cl)Cl. The product is [CH2:49]1[C:50]2[C:55](=[CH:54][CH:53]=[CH:52][CH:51]=2)[CH2:56][CH2:57][N:48]1[CH2:47][CH:46]([OH:58])[CH2:45][NH:44][C:10](=[O:12])[C:9]1[CH:13]=[CH:14][CH:15]=[C:7]([C:4]2[CH:3]=[CH:2][N:1]=[CH:6][CH:5]=2)[CH:8]=1. The yield is 0.400. (7) The reactants are [OH:1][CH:2]=[C:3]([CH2:8][C:9]1[N:10]([CH3:18])[C:11]2[C:16]([CH:17]=1)=[CH:15][CH:14]=[CH:13][CH:12]=2)[C:4](OC)=O.[NH2:19][C:20]([NH2:22])=[S:21]. The catalyst is CO. The product is [CH3:18][N:10]1[C:11]2[C:16](=[CH:15][CH:14]=[CH:13][CH:12]=2)[CH:17]=[C:9]1[CH2:8][C:3]1[C:2](=[O:1])[NH:19][C:20](=[S:21])[NH:22][CH:4]=1. The yield is 0.567.